The task is: Predict the reaction yield, written as a fraction of the theoretical maximum amount of product (1.0 means a 100% yield; for example, 0.34 means a 34% yield).. This data is from Reaction yield outcomes from USPTO patents with 853,638 reactions. (1) The reactants are C([OH:3])C.[OH:4][CH2:5][CH2:6][C:7]1[C:8](=[O:24])[N:9]([C:16]2[CH:23]=[CH:22][C:19]([C:20]#[N:21])=[CH:18][CH:17]=2)[CH:10]2[C:15]=1[CH2:14][CH2:13][CH2:12][CH2:11]2.[OH-].[Na+].OO. The catalyst is CS(C)=O. The product is [OH:4][CH2:5][CH2:6][C:7]1[C:8](=[O:24])[N:9]([C:16]2[CH:23]=[CH:22][C:19]([C:20]([NH2:21])=[O:3])=[CH:18][CH:17]=2)[CH:10]2[C:15]=1[CH2:14][CH2:13][CH2:12][CH2:11]2. The yield is 0.710. (2) The reactants are [F:1][C:2]1[CH:7]=[CH:6][C:5]([N:8]2[C:11](=[O:12])[C@H:10]([S:13][CH2:14][C:15]([C:17]3[CH:22]=[CH:21][C:20]([F:23])=[CH:19][CH:18]=3)=[O:16])[C@H:9]2[C:24]2[CH:38]=[CH:37][C:27]([O:28][CH2:29][C:30]([NH:32][CH2:33][C:34](O)=[O:35])=[O:31])=[CH:26][CH:25]=2)=[CH:4][CH:3]=1.CN1CCOCC1.CN(C(ON1N=NC2C=CC=CC1=2)=[N+](C)C)C.[B-](F)(F)(F)F.[C:68]([CH2:72][C@H:73]([C:75]([OH:77])=[O:76])[NH2:74])([CH3:71])([CH3:70])[CH3:69].[BH4-].[Na+]. The catalyst is CN(C=O)C.CO.O. The product is [F:1][C:2]1[CH:3]=[CH:4][C:5]([N:8]2[C:11](=[O:12])[C@H:10]([S:13][CH2:14][CH:15]([C:17]3[CH:22]=[CH:21][C:20]([F:23])=[CH:19][CH:18]=3)[OH:16])[C@H:9]2[C:24]2[CH:25]=[CH:26][C:27]([O:28][CH2:29][C:30]([NH:32][CH2:33][C:34]([NH:74][C@@H:73]([C:75]([OH:77])=[O:76])[CH2:72][C:68]([CH3:71])([CH3:70])[CH3:69])=[O:35])=[O:31])=[CH:37][CH:38]=2)=[CH:6][CH:7]=1. The yield is 0.700.